Dataset: Catalyst prediction with 721,799 reactions and 888 catalyst types from USPTO. Task: Predict which catalyst facilitates the given reaction. (1) Reactant: C(OC(=O)[NH:7][C:8]1[CH:13]=[CH:12][C:11]([C:14]2C=C[C:17]([F:20])=[CH:16][C:15]=2F)=[CH:10][C:9]=1[NH:22][C:23](=[O:35])[CH2:24][C:25]([C:27]1[CH:32]=[CH:31][CH:30]=[C:29]([C:33]#[N:34])[CH:28]=1)=O)(C)(C)C.[C:37](O)([C:39]([F:42])(F)F)=O. Product: [F:42][C:39]1[CH:37]=[C:17]([F:20])[CH:16]=[CH:15][C:14]=1[C:11]1[CH:12]=[CH:13][C:8]2[N:7]=[C:25]([C:27]3[CH:28]=[C:29]([CH:30]=[CH:31][CH:32]=3)[C:33]#[N:34])[CH2:24][C:23](=[O:35])[NH:22][C:9]=2[CH:10]=1. The catalyst class is: 2. (2) Reactant: Cl[C:2]1[C:7]([N+:8]([O-:10])=[O:9])=[CH:6][N:5]=[C:4]2[CH:11]=[CH:12][S:13][C:3]=12.[NH2:14][C:15]1([CH2:25][OH:26])[CH2:24][CH2:23][C:18]2([O:22][CH2:21][CH2:20][O:19]2)[CH2:17][CH2:16]1.C(N(CC)CC)C.O. Product: [N+:8]([C:7]1[C:2]([NH:14][C:15]2([CH2:25][OH:26])[CH2:24][CH2:23][C:18]3([O:19][CH2:20][CH2:21][O:22]3)[CH2:17][CH2:16]2)=[C:3]2[S:13][CH:12]=[CH:11][C:4]2=[N:5][CH:6]=1)([O-:10])=[O:9]. The catalyst class is: 32.